This data is from Peptide-MHC class I binding affinity with 185,985 pairs from IEDB/IMGT. The task is: Regression. Given a peptide amino acid sequence and an MHC pseudo amino acid sequence, predict their binding affinity value. This is MHC class I binding data. (1) The peptide sequence is WFLYVSQQI. The MHC is HLA-A69:01 with pseudo-sequence HLA-A69:01. The binding affinity (normalized) is 0.0847. (2) The peptide sequence is ATQFNFNGHT. The MHC is HLA-A02:06 with pseudo-sequence HLA-A02:06. The binding affinity (normalized) is 0.0589. (3) The peptide sequence is YSDNEMLTH. The MHC is HLA-A69:01 with pseudo-sequence HLA-A69:01. The binding affinity (normalized) is 0.0847. (4) The peptide sequence is SARTNCLAV. The MHC is HLA-B08:02 with pseudo-sequence HLA-B08:02. The binding affinity (normalized) is 0.0847. (5) The peptide sequence is IVNRNRQGY. The MHC is HLA-B40:01 with pseudo-sequence HLA-B40:01. The binding affinity (normalized) is 0.